This data is from Reaction yield outcomes from USPTO patents with 853,638 reactions. The task is: Predict the reaction yield, written as a fraction of the theoretical maximum amount of product (1.0 means a 100% yield; for example, 0.34 means a 34% yield). The reactants are [CH3:1][C:2]1([CH3:22])[N:6]([C:7]([O:9][C:10]([CH3:13])([CH3:12])[CH3:11])=[O:8])[C@@H:5]([CH2:14][C@H:15]2[CH2:21][CH:20]=[CH:19][CH2:18][O:17][CH2:16]2)[CH2:4][O:3]1. The catalyst is CCO.[Ni]. The product is [CH3:1][C:2]1([CH3:22])[N:6]([C:7]([O:9][C:10]([CH3:11])([CH3:12])[CH3:13])=[O:8])[C@@H:5]([CH2:14][C@H:15]2[CH2:21][CH2:20][CH2:19][CH2:18][O:17][CH2:16]2)[CH2:4][O:3]1. The yield is 0.720.